From a dataset of Reaction yield outcomes from USPTO patents with 853,638 reactions. Predict the reaction yield, written as a fraction of the theoretical maximum amount of product (1.0 means a 100% yield; for example, 0.34 means a 34% yield). (1) The yield is 1.00. The reactants are C([NH:8][CH:9]1[CH2:14][CH2:13][C:12]([CH3:16])([OH:15])[CH2:11][CH2:10]1)C1C=CC=CC=1. The product is [NH2:8][CH:9]1[CH2:14][CH2:13][C:12]([CH3:16])([OH:15])[CH2:11][CH2:10]1. The catalyst is CO.[Pd]. (2) The reactants are [Cl:1][C:2]1[CH:28]=[CH:27][C:5]([CH2:6][C:7]2([C:10]3[CH:15]=[CH:14][C:13]([C:16]4[CH:21]=[CH:20][C:19]([O:22][C:23]([F:26])([F:25])[F:24])=[CH:18][CH:17]=4)=[CH:12][N:11]=3)[CH2:9][O:8]2)=[C:4]([F:29])[CH:3]=1.[NH:30]1[CH:34]=[N:33][N:32]=[N:31]1.C([O-])([O-])=O.[K+].[K+].O. The catalyst is CS(C)=O. The product is [Cl:1][C:2]1[CH:28]=[CH:27][C:5]([CH2:6][C:7]([C:10]2[CH:15]=[CH:14][C:13]([C:16]3[CH:21]=[CH:20][C:19]([O:22][C:23]([F:24])([F:25])[F:26])=[CH:18][CH:17]=3)=[CH:12][N:11]=2)([OH:8])[CH2:9][N:30]2[CH:34]=[N:33][N:32]=[N:31]2)=[C:4]([F:29])[CH:3]=1. The yield is 0.150. (3) The reactants are [C:1]1(C)[CH:6]=[CH:5][C:4](S(O)(=O)=O)=[CH:3][CH:2]=1.C(Cl)(Cl)Cl.C[OH:17].[CH2:18]([OH:20])[CH3:19]. The catalyst is C1(C)C=CC=CC=1. The product is [CH2:18]([O:20][C:6]1[C:1](=[O:17])[CH2:2][CH2:3][CH2:4][CH:5]=1)[CH3:19]. The yield is 0.660. (4) The reactants are [C:1]1([C:7]2[CH:8]=[C:9]([C:22]([NH2:24])=[O:23])[C:10]3[CH:11]=[N:12][N:13]([CH:16]4[CH2:21][CH2:20][NH:19][CH2:18][CH2:17]4)[C:14]=3[CH:15]=2)[CH:6]=[CH:5][CH:4]=[CH:3][CH:2]=1.[CH:25](=O)[C:26]1[CH:31]=[CH:30][CH:29]=[CH:28][CH:27]=1.C(O)(=O)C.C([BH3-])#N. The catalyst is CN(C=O)C.C1COCC1. The product is [C:1]1([C:7]2[CH:8]=[C:9]([C:22]([NH2:24])=[O:23])[C:10]3[CH:11]=[N:12][N:13]([CH:16]4[CH2:21][CH2:20][N:19]([CH2:25][C:26]5[CH:31]=[CH:30][CH:29]=[CH:28][CH:27]=5)[CH2:18][CH2:17]4)[C:14]=3[CH:15]=2)[CH:2]=[CH:3][CH:4]=[CH:5][CH:6]=1. The yield is 0.140. (5) The reactants are [CH3:1][O:2][C:3]1[CH:4]=[C:5]([C:13]([O:15]C)=[O:14])[C:6](=[CH:11][CH:12]=1)[C:7]([O:9]C)=[O:8].[OH-].[K+]. The catalyst is CO.O. The product is [CH3:1][O:2][C:3]1[CH:4]=[C:5]([C:13]([OH:15])=[O:14])[C:6](=[CH:11][CH:12]=1)[C:7]([OH:9])=[O:8]. The yield is 0.990. (6) The reactants are [C:1]([O:5][C:6]([N:8]1[CH2:13][CH2:12][CH2:11][C@@H:10]([C:14]([OH:16])=O)[CH2:9]1)=[O:7])([CH3:4])([CH3:3])[CH3:2].Cl.[CH3:18][NH:19][O:20][CH3:21].CCN=C=NCCCN(C)C.Cl.C(N(C(C)C)CC)(C)C. The catalyst is ClCCl.CCOC(C)=O. The product is [CH3:21][O:20][N:19]([CH3:18])[C:14]([C@@H:10]1[CH2:11][CH2:12][CH2:13][N:8]([C:6]([O:5][C:1]([CH3:2])([CH3:3])[CH3:4])=[O:7])[CH2:9]1)=[O:16]. The yield is 0.820. (7) The reactants are I[C:2]1[CH:3]=[C:4]([CH:30]=[CH:31][CH:32]=1)[CH2:5][N:6]1[C:14](=[O:15])[NH:13][C:12]2[C:7]1=[N:8][C:9]([NH:16][CH2:17][C@@H:18]1[CH2:22][CH2:21][N:20]([C:23]([O:25][C:26]([CH3:29])([CH3:28])[CH3:27])=[O:24])[CH2:19]1)=[N:10][CH:11]=2.[F:33][C:34]1[CH:35]=[C:36](B(O)O)[CH:37]=[CH:38][CH:39]=1. The catalyst is CC(O)(C)C.C([O-])([O-])=O.[K+].[K+].[Pd].C1(P(C2C=CC=CC=2)C2C=CC=CC=2)C=CC=CC=1.C1(P(C2C=CC=CC=2)C2C=CC=CC=2)C=CC=CC=1.C1(P(C2C=CC=CC=2)C2C=CC=CC=2)C=CC=CC=1.C1(P(C2C=CC=CC=2)C2C=CC=CC=2)C=CC=CC=1. The product is [F:33][C:34]1[CH:39]=[C:38]([C:2]2[CH:3]=[C:4]([CH:30]=[CH:31][CH:32]=2)[CH2:5][N:6]2[C:14](=[O:15])[NH:13][C:12]3[C:7]2=[N:8][C:9]([NH:16][CH2:17][C@@H:18]2[CH2:22][CH2:21][N:20]([C:23]([O:25][C:26]([CH3:27])([CH3:29])[CH3:28])=[O:24])[CH2:19]2)=[N:10][CH:11]=3)[CH:37]=[CH:36][CH:35]=1. The yield is 0.760. (8) The reactants are Br[C:2]1[CH:25]=[CH:24][C:5]2[N:6]([C:20]([CH3:23])([CH3:22])[CH3:21])[C:7]([C:9]3[CH:14]=[CH:13][CH:12]=[CH:11][C:10]=3[C:15]3[N:16]=[N:17][NH:18][N:19]=3)=[N:8][C:4]=2[CH:3]=1.[NH2:26][C:27]1[N:32]=[CH:31][C:30](B2OC(C)(C)C(C)(C)O2)=[CH:29][N:28]=1.C([O-])([O-])=O.[Na+].[Na+]. The catalyst is CN(C=O)C.CCOC(C)=O. The product is [C:20]([N:6]1[C:5]2[CH:24]=[CH:25][C:2]([C:30]3[CH:29]=[N:28][C:27]([NH2:26])=[N:32][CH:31]=3)=[CH:3][C:4]=2[N:8]=[C:7]1[C:9]1[CH:14]=[CH:13][CH:12]=[CH:11][C:10]=1[C:15]1[N:16]=[N:17][NH:18][N:19]=1)([CH3:23])([CH3:21])[CH3:22]. The yield is 0.0800.